From a dataset of Forward reaction prediction with 1.9M reactions from USPTO patents (1976-2016). Predict the product of the given reaction. (1) The product is: [Cl:11][C:9]1[N:8]=[CH:7][NH:6][C:5]2=[N:4][CH:3]=[C:2]([C:27]#[N:28])[C:10]=12. Given the reactants Br[C:2]1[C:10]2[C:9]([Cl:11])=[N:8][CH:7]=[N:6][C:5]=2[NH:4][CH:3]=1.C([Li])CCC.CC1C=CC(S([C:27]#[N:28])(=O)=O)=CC=1, predict the reaction product. (2) The product is: [CH3:1][CH:2]([CH3:13])[CH2:3][C:4]([C:6]1[CH:7]=[CH:8][C:9]([CH2:12][Br:21])=[CH:10][CH:11]=1)=[O:5]. Given the reactants [CH3:1][CH:2]([CH3:13])[CH2:3][C:4]([C:6]1[CH:11]=[CH:10][C:9]([CH3:12])=[CH:8][CH:7]=1)=[O:5].C1C(=O)N([Br:21])C(=O)C1, predict the reaction product. (3) Given the reactants Br[C:2]1[CH:10]=[CH:9][C:5]2[S:6][CH:7]=[CH:8][C:4]=2[CH:3]=1.[B:11]1([B:11]2[O:15][C:14]([CH3:17])([CH3:16])[C:13]([CH3:19])([CH3:18])[O:12]2)[O:15][C:14]([CH3:17])([CH3:16])[C:13]([CH3:19])([CH3:18])[O:12]1.C([O-])(=O)C.[K+], predict the reaction product. The product is: [S:6]1[CH:7]=[CH:8][C:4]2[CH:3]=[C:2]([B:11]3[O:15][C:14]([CH3:17])([CH3:16])[C:13]([CH3:19])([CH3:18])[O:12]3)[CH:10]=[CH:9][C:5]1=2. (4) Given the reactants [F:1][C:2]1[CH:7]=[C:6]([Si](C)(C)C)[CH:5]=[CH:4][C:3]=1[NH:12][C:13]1[C:14]([N+:24]([O-:26])=[O:25])=[C:15]2[O:23][CH2:22][CH2:21][N:16]2[C:17](=[O:20])[C:18]=1[CH3:19].[I:27]Cl, predict the reaction product. The product is: [F:1][C:2]1[CH:7]=[C:6]([I:27])[CH:5]=[CH:4][C:3]=1[NH:12][C:13]1[C:14]([N+:24]([O-:26])=[O:25])=[C:15]2[O:23][CH2:22][CH2:21][N:16]2[C:17](=[O:20])[C:18]=1[CH3:19]. (5) Given the reactants C([Li])(CC)C.[F:6][C:7]1([F:17])[O:11][C:10]2[CH:12]=[CH:13][C:14]([F:16])=[CH:15][C:9]=2[O:8]1.[I:18]I, predict the reaction product. The product is: [F:17][C:7]1([F:6])[O:11][C:10]2[CH:12]=[CH:13][C:14]([F:16])=[C:15]([I:18])[C:9]=2[O:8]1. (6) Given the reactants O[CH2:2][C:3]1[CH:8]=[CH:7][C:6]([C:9]2[CH:10]=[CH:11][C:12]([O:15][CH2:16][CH3:17])=[N:13][CH:14]=2)=[CH:5][CH:4]=1.[BrH:18].C(OC(C)C)(C)C, predict the reaction product. The product is: [BrH:18].[Br:18][CH2:2][C:3]1[CH:8]=[CH:7][C:6]([C:9]2[CH:10]=[CH:11][C:12]([O:15][CH2:16][CH3:17])=[N:13][CH:14]=2)=[CH:5][CH:4]=1. (7) Given the reactants [CH3:1][O:2][C:3]1[CH:4]=[C:5]([C:11]2[C:19]3[C:14](=[CH:15][CH:16]=[C:17]([C:20]#[N:21])[CH:18]=3)[N:13](C3CCCCO3)[N:12]=2)[CH:6]=[CH:7][C:8]=1[O:9][CH3:10].Cl.O, predict the reaction product. The product is: [CH3:1][O:2][C:3]1[CH:4]=[C:5]([C:11]2[C:19]3[C:14](=[CH:15][CH:16]=[C:17]([C:20]#[N:21])[CH:18]=3)[NH:13][N:12]=2)[CH:6]=[CH:7][C:8]=1[O:9][CH3:10]. (8) The product is: [CH2:1]([O:3][C:4](=[O:17])[C@@H:5]([O:14][CH2:15][CH3:16])[CH2:6][C:7]1[CH:8]=[CH:9][C:10]([OH:13])=[C:11]([Br:18])[CH:12]=1)[CH3:2]. Given the reactants [CH2:1]([O:3][C:4](=[O:17])[C@@H:5]([O:14][CH2:15][CH3:16])[CH2:6][C:7]1[CH:12]=[CH:11][C:10]([OH:13])=[CH:9][CH:8]=1)[CH3:2].[Br:18]Br, predict the reaction product. (9) Given the reactants Br[C:2]1[CH:3]=[CH:4][C:5]2[C:9]([C:10]3[CH:15]=[CH:14][CH:13]=[CH:12][CH:11]=3)=[C:8]([C:16]3[CH:21]=[CH:20][CH:19]=[CH:18][CH:17]=3)[O:7][C:6]=2[CH:22]=1.C([Li])CCC.[B:28](OC)([O:31]C)[O:29]C.Cl, predict the reaction product. The product is: [C:16]1([C:8]2[O:7][C:6]3[CH:22]=[C:2]([B:28]([OH:31])[OH:29])[CH:3]=[CH:4][C:5]=3[C:9]=2[C:10]2[CH:15]=[CH:14][CH:13]=[CH:12][CH:11]=2)[CH:21]=[CH:20][CH:19]=[CH:18][CH:17]=1.